This data is from Catalyst prediction with 721,799 reactions and 888 catalyst types from USPTO. The task is: Predict which catalyst facilitates the given reaction. (1) Reactant: [Br-].[CH2:2]([N+:9]1[CH:14]=[CH:13][C:12]([C:15]2[CH:20]=[CH:19][C:18]([C@@H:21]([NH:23][C:24](=[O:27])[CH2:25][CH3:26])[CH3:22])=[CH:17][CH:16]=2)=[CH:11][CH:10]=1)[C:3]1[CH:8]=[CH:7][CH:6]=[CH:5][CH:4]=1.[BH4-].[Na+]. Product: [CH2:2]([N:9]1[CH2:10][CH:11]=[C:12]([C:15]2[CH:16]=[CH:17][C:18]([C@@H:21]([NH:23][C:24](=[O:27])[CH2:25][CH3:26])[CH3:22])=[CH:19][CH:20]=2)[CH2:13][CH2:14]1)[C:3]1[CH:4]=[CH:5][CH:6]=[CH:7][CH:8]=1. The catalyst class is: 8. (2) Reactant: [F:1][CH:2]([C:22]1[CH:27]=[CH:26][CH:25]=[CH:24][CH:23]=1)[CH2:3][O:4][C@H:5]1[CH2:10][CH2:9][C@H:8]([N:11]2C(=O)C3C(=CC=CC=3)C2=O)[CH2:7][CH2:6]1.O.NN.Cl. Product: [F:1][CH:2]([C:22]1[CH:23]=[CH:24][CH:25]=[CH:26][CH:27]=1)[CH2:3][O:4][C@H:5]1[CH2:6][CH2:7][C@H:8]([NH2:11])[CH2:9][CH2:10]1. The catalyst class is: 219. (3) Product: [CH:68]1[C:69]2[C:74](=[CH:73][CH:72]=[CH:71][CH:70]=2)[CH:75]=[CH:76][C:67]=1[C:65]1[N:64]=[C:10]([C@@H:9]([NH:8][C:6](=[O:7])[O:5][C:1]([CH3:2])([CH3:3])[CH3:4])[CH2:13][CH2:14][CH2:15][CH2:16][CH2:17][C:18](=[O:21])[CH2:19][CH3:20])[O:12][N:66]=1. Reactant: [C:1]([O:5][C:6]([NH:8][C@@H:9]([CH2:13][CH2:14][CH2:15][CH2:16][CH2:17][C:18](=[O:21])[CH2:19][CH3:20])[C:10]([OH:12])=O)=[O:7])([CH3:4])([CH3:3])[CH3:2].CN(C(ON1N=NC2C=CC=CC1=2)=[N+](C)C)C.[B-](F)(F)(F)F.C1C=CC2N(O)N=NC=2C=1.CCN(C(C)C)C(C)C.O[NH:64][C:65]([C:67]1[CH:76]=[CH:75][C:74]2[C:69](=[CH:70][CH:71]=[CH:72][CH:73]=2)[CH:68]=1)=[NH:66]. The catalyst class is: 3. (4) Reactant: Cl.Cl.Cl.[CH3:4][C:5]1[N:9]([CH:10]2[CH2:16][C@H:15]3[N:17]([CH2:18][CH2:19][C:20]4([C:26]5[CH:31]=[CH:30][CH:29]=[CH:28][CH:27]=5)[O:25][CH2:24][CH2:23][NH:22][CH2:21]4)[C@H:12]([CH2:13][CH2:14]3)[CH2:11]2)[C:8]2[CH:32]=[CH:33][CH:34]=[CH:35][C:7]=2[N:6]=1.[OH:36][CH2:37][C:38]([CH3:43])([CH3:42])[C:39](O)=[O:40].C(N(C(C)C)CC)(C)C.CN(C(ON1N=NC2C=CC=NC1=2)=[N+](C)C)C.F[P-](F)(F)(F)(F)F. Product: [CH3:42][C:38]([CH3:43])([C:37]([N:22]1[CH2:23][CH2:24][O:25][C:20]([CH2:19][CH2:18][N:17]2[C@H:12]3[CH2:13][CH2:14][C@@H:15]2[CH2:16][CH:10]([N:9]2[C:8]4[CH:32]=[CH:33][CH:34]=[CH:35][C:7]=4[N:6]=[C:5]2[CH3:4])[CH2:11]3)([C:26]2[CH:31]=[CH:30][CH:29]=[CH:28][CH:27]=2)[CH2:21]1)=[O:36])[CH2:39][OH:40]. The catalyst class is: 85. (5) Reactant: [CH:1]1([N:6]2[C:10]3=[N:11][CH:12]=[CH:13][CH:14]=[C:9]3[N:8]=[C:7]2[C:15]([O:17]CC)=O)[CH2:5][CH2:4][CH2:3][CH2:2]1.[CH:20]1([NH2:23])[CH2:22][CH2:21]1. Product: [CH:1]1([N:6]2[C:10]3=[N:11][CH:12]=[CH:13][CH:14]=[C:9]3[N:8]=[C:7]2[C:15]([NH:23][CH:20]2[CH2:22][CH2:21]2)=[O:17])[CH2:2][CH2:3][CH2:4][CH2:5]1. The catalyst class is: 8. (6) Reactant: [CH:1]1([CH2:6][N:7]2[CH2:13][CH2:12][C:11]3[S:14][C:15]([N:17]([C:27]4[N:32]=[CH:31][C:30]([F:33])=[CH:29][N:28]=4)CC4C=CC(OC)=CC=4)=[N:16][C:10]=3[C:9]3=[CH:34][N:35](CC4C=CC(OC)=CC=4)[N:36]=[C:8]23)[CH2:5][CH2:4][CH2:3][CH2:2]1. Product: [CH:1]1([CH2:6][N:7]2[CH2:13][CH2:12][C:11]3[S:14][C:15]([NH:17][C:27]4[N:28]=[CH:29][C:30]([F:33])=[CH:31][N:32]=4)=[N:16][C:10]=3[C:9]3=[CH:34][NH:35][N:36]=[C:8]23)[CH2:2][CH2:3][CH2:4][CH2:5]1. The catalyst class is: 67. (7) Reactant: C(N(CC)CC)C.[OH:8][C:9]1[CH:13]=[C:12]([CH3:14])[NH:11][N:10]=1.[C:15](O[C:15]([O:17][C:18]([CH3:21])([CH3:20])[CH3:19])=[O:16])([O:17][C:18]([CH3:21])([CH3:20])[CH3:19])=[O:16]. Product: [OH:8][C:9]1[CH:13]=[C:12]([CH3:14])[N:11]([C:15]([O:17][C:18]([CH3:21])([CH3:20])[CH3:19])=[O:16])[N:10]=1. The catalyst class is: 5.